This data is from Forward reaction prediction with 1.9M reactions from USPTO patents (1976-2016). The task is: Predict the product of the given reaction. Given the reactants [Cl:1][C:2]1[N:7]=[C:6]([Cl:8])[CH:5]=[CH:4][N:3]=1.[Li+].CC([N-]C(C)C)C.[CH:17](=[O:20])[CH2:18][CH3:19], predict the reaction product. The product is: [Cl:1][C:2]1[N:7]=[C:6]([Cl:8])[C:5]([CH:17]([OH:20])[CH2:18][CH3:19])=[CH:4][N:3]=1.